Dataset: NCI-60 drug combinations with 297,098 pairs across 59 cell lines. Task: Regression. Given two drug SMILES strings and cell line genomic features, predict the synergy score measuring deviation from expected non-interaction effect. (1) Drug 1: C1CCC(C1)C(CC#N)N2C=C(C=N2)C3=C4C=CNC4=NC=N3. Drug 2: CC1CCC2CC(C(=CC=CC=CC(CC(C(=O)C(C(C(=CC(C(=O)CC(OC(=O)C3CCCCN3C(=O)C(=O)C1(O2)O)C(C)CC4CCC(C(C4)OC)O)C)C)O)OC)C)C)C)OC. Cell line: HCT116. Synergy scores: CSS=27.6, Synergy_ZIP=3.44, Synergy_Bliss=3.47, Synergy_Loewe=-14.6, Synergy_HSA=2.58. (2) Drug 1: C1=CN(C(=O)N=C1N)C2C(C(C(O2)CO)O)O.Cl. Drug 2: C(CCl)NC(=O)N(CCCl)N=O. Cell line: BT-549. Synergy scores: CSS=22.1, Synergy_ZIP=-1.40, Synergy_Bliss=-0.962, Synergy_Loewe=-3.46, Synergy_HSA=1.08. (3) Drug 1: CNC(=O)C1=CC=CC=C1SC2=CC3=C(C=C2)C(=NN3)C=CC4=CC=CC=N4. Drug 2: CC1OCC2C(O1)C(C(C(O2)OC3C4COC(=O)C4C(C5=CC6=C(C=C35)OCO6)C7=CC(=C(C(=C7)OC)O)OC)O)O. Cell line: HT29. Synergy scores: CSS=31.8, Synergy_ZIP=6.36, Synergy_Bliss=6.96, Synergy_Loewe=1.02, Synergy_HSA=6.20. (4) Drug 2: CCN(CC)CCCC(C)NC1=C2C=C(C=CC2=NC3=C1C=CC(=C3)Cl)OC. Cell line: K-562. Drug 1: CCC(=C(C1=CC=CC=C1)C2=CC=C(C=C2)OCCN(C)C)C3=CC=CC=C3.C(C(=O)O)C(CC(=O)O)(C(=O)O)O. Synergy scores: CSS=14.9, Synergy_ZIP=-0.169, Synergy_Bliss=0.571, Synergy_Loewe=-9.92, Synergy_HSA=-0.201. (5) Drug 1: CC12CCC3C(C1CCC2=O)CC(=C)C4=CC(=O)C=CC34C. Drug 2: C1CC(=O)NC(=O)C1N2C(=O)C3=CC=CC=C3C2=O. Cell line: U251. Synergy scores: CSS=54.9, Synergy_ZIP=2.08, Synergy_Bliss=2.94, Synergy_Loewe=-2.13, Synergy_HSA=-0.629. (6) Drug 1: C1=CN(C=N1)CC(O)(P(=O)(O)O)P(=O)(O)O. Drug 2: C(=O)(N)NO. Cell line: LOX IMVI. Synergy scores: CSS=3.45, Synergy_ZIP=-3.61, Synergy_Bliss=-5.44, Synergy_Loewe=-5.35, Synergy_HSA=-5.35.